From a dataset of Full USPTO retrosynthesis dataset with 1.9M reactions from patents (1976-2016). Predict the reactants needed to synthesize the given product. (1) Given the product [CH3:20][C:19]([CH3:22])([Si:16]([CH3:18])([CH3:17])[O:14][CH2:13][CH2:12][O:11][CH2:10][CH2:9][O:8][CH2:7][CH2:6][O:5][CH2:4][CH2:3][OH:15])[CH3:21], predict the reactants needed to synthesize it. The reactants are: [H-].[Na+].[CH2:3]([OH:15])[CH2:4][O:5][CH2:6][CH2:7][O:8][CH2:9][CH2:10][O:11][CH2:12][CH2:13][OH:14].[Si:16](Cl)([C:19]([CH3:22])([CH3:21])[CH3:20])([CH3:18])[CH3:17].C(Cl)Cl.CCO. (2) Given the product [CH2:27]([O:34][C:35]1[C:36]([CH2:43][CH2:44][I:25])=[CH:37][C:38]([F:42])=[CH:39][C:40]=1[F:41])[C:28]1[CH:33]=[CH:32][CH:31]=[CH:30][CH:29]=1, predict the reactants needed to synthesize it. The reactants are: C1C=CC(P(C2C=CC=CC=2)C2C=CC=CC=2)=CC=1.N1C=CN=C1.[I:25]I.[CH2:27]([O:34][C:35]1[C:40]([F:41])=[CH:39][C:38]([F:42])=[CH:37][C:36]=1[CH2:43][CH2:44]O)[C:28]1[CH:33]=[CH:32][CH:31]=[CH:30][CH:29]=1.